Dataset: Full USPTO retrosynthesis dataset with 1.9M reactions from patents (1976-2016). Task: Predict the reactants needed to synthesize the given product. (1) Given the product [Br:29][C:30]1[CH:35]=[CH:34][C:33]([S:36]([N:16]2[CH2:17][CH2:18][C:12]3([O:11][CH2:10][C:9](=[O:19])[N:8]([C:5]4([CH2:4][O:3][CH3:2])[CH2:7][CH2:6]4)[CH2:13]3)[CH2:14][CH2:15]2)(=[O:38])=[O:37])=[CH:32][CH:31]=1, predict the reactants needed to synthesize it. The reactants are: Cl.[CH3:2][O:3][CH2:4][C:5]1([N:8]2[CH2:13][C:12]3([CH2:18][CH2:17][NH:16][CH2:15][CH2:14]3)[O:11][CH2:10][C:9]2=[O:19])[CH2:7][CH2:6]1.C(N(CC)C(C)C)(C)C.[Br:29][C:30]1[CH:35]=[CH:34][C:33]([S:36](Cl)(=[O:38])=[O:37])=[CH:32][CH:31]=1. (2) Given the product [Cl:6][C:7]1[CH:14]=[CH:13][CH:12]=[C:11]([Cl:15])[C:8]=1[CH:9]=[N:4][OH:1], predict the reactants needed to synthesize it. The reactants are: [OH-:1].[Na+].Cl.[NH2:4]O.[Cl:6][C:7]1[CH:14]=[CH:13][CH:12]=[C:11]([Cl:15])[C:8]=1[CH:9]=O. (3) The reactants are: [CH2:1]([O:8][C:9](=[O:20])[C:10]([C:18]#[N:19])=[C:11]([CH2:15][CH2:16][CH3:17])[CH2:12][CH2:13][CH3:14])[C:2]1[CH:7]=[CH:6][CH:5]=[CH:4][CH:3]=1.[N+]([CH3:24])([O-])=O.C1CCN2C(=NCCC2)CC1. Given the product [CH2:1]([O:8][C:9]([C:10]1([C:18]#[N:19])[CH2:24][C:11]1([CH2:12][CH2:13][CH3:14])[CH2:15][CH2:16][CH3:17])=[O:20])[C:2]1[CH:7]=[CH:6][CH:5]=[CH:4][CH:3]=1, predict the reactants needed to synthesize it. (4) The reactants are: [CH3:1][O:2][C:3](=[O:23])[C:4]1[CH:9]=[CH:8][C:7]([CH2:10][CH2:11][CH2:12][C:13]2[C:21]3[C:16](=[CH:17][CH:18]=[CH:19][CH:20]=3)[NH:15][C:14]=2[CH3:22])=[CH:6][CH:5]=1.[H-].[Na+].[CH:26](Br)([C:33]1[CH:38]=[CH:37][CH:36]=[CH:35][CH:34]=1)[C:27]1[CH:32]=[CH:31][CH:30]=[CH:29][CH:28]=1.O. Given the product [CH3:1][O:2][C:3](=[O:23])[C:4]1[CH:5]=[CH:6][C:7]([CH2:10][CH2:11][CH2:12][C:13]2[C:21]3[C:16](=[CH:17][CH:18]=[CH:19][CH:20]=3)[N:15]([CH:26]([C:27]3[CH:32]=[CH:31][CH:30]=[CH:29][CH:28]=3)[C:33]3[CH:38]=[CH:37][CH:36]=[CH:35][CH:34]=3)[C:14]=2[CH3:22])=[CH:8][CH:9]=1, predict the reactants needed to synthesize it. (5) Given the product [F:12][C:9]([F:10])([F:11])[C:7]1[CH:6]=[C:5]([C@H:13]2[O:17][C:16](=[O:18])[N:15]([CH2:19][C:20]3[CH:25]=[C:24]([C:26]([F:28])([F:29])[F:27])[CH:23]=[CH:22][C:21]=3[C:30]3[CH:31]=[C:32]([C:39]4[CH:44]=[CH:43][C:42]([C:45]([OH:47])=[O:46])=[CH:41][C:40]=4[Cl:49])[C:33]([F:38])=[CH:34][C:35]=3[O:36][CH3:37])[C@H:14]2[CH3:50])[CH:4]=[C:3]([C:2]([F:52])([F:51])[F:1])[CH:8]=1, predict the reactants needed to synthesize it. The reactants are: [F:1][C:2]([F:52])([F:51])[C:3]1[CH:4]=[C:5]([C@H:13]2[O:17][C:16](=[O:18])[N:15]([CH2:19][C:20]3[CH:25]=[C:24]([C:26]([F:29])([F:28])[F:27])[CH:23]=[CH:22][C:21]=3[C:30]3[CH:31]=[C:32]([C:39]4[CH:44]=[CH:43][C:42]([C:45]([O:47]C)=[O:46])=[CH:41][C:40]=4[Cl:49])[C:33]([F:38])=[CH:34][C:35]=3[O:36][CH3:37])[C@H:14]2[CH3:50])[CH:6]=[C:7]([C:9]([F:12])([F:11])[F:10])[CH:8]=1.O.[OH-].[Li+].O.O1CCOCC1. (6) Given the product [CH2:1]([N:25]1[CH2:26][CH2:27][N:23]([C:15]2[S:16][C:17]([C:18]([O:20][CH2:21][CH3:22])=[O:19])=[C:13]([CH3:12])[N:14]=2)[C:24]1=[O:28])[CH3:2], predict the reactants needed to synthesize it. The reactants are: [CH2:1](Br)[C:2]1C=CC=CC=1.ICC.[CH3:12][C:13]1[N:14]=[C:15]([N:23]2[CH2:27][CH2:26][NH:25][C:24]2=[O:28])[S:16][C:17]=1[C:18]([O:20][CH2:21][CH3:22])=[O:19]. (7) Given the product [OH:8][C:2]1[C:1]([C:9]2[CH:14]=[CH:13][CH:12]=[CH:11][CH:10]=2)=[CH:6][C:5]2[C:21](=[O:22])[CH2:20][O:7][C:4]=2[CH:3]=1, predict the reactants needed to synthesize it. The reactants are: [C:1]1([C:9]2[CH:14]=[CH:13][CH:12]=[CH:11][CH:10]=2)[C:2]([OH:8])=[CH:3][C:4]([OH:7])=[CH:5][CH:6]=1.[Cl-].[Al+3].[Cl-].[Cl-].Cl[CH2:20][C:21](Cl)=[O:22].O.